Dataset: Catalyst prediction with 721,799 reactions and 888 catalyst types from USPTO. Task: Predict which catalyst facilitates the given reaction. (1) Reactant: [NH2:1][C:2]1[CH:3]=[C:4]([C:13]2[C:21]3[C:16](=[CH:17][C:18]([F:22])=[CH:19][CH:20]=3)[N:15]([C:23]([O:25][C:26]([CH3:29])([CH3:28])[CH3:27])=[O:24])[CH:14]=2)[CH:5]=[N:6][C:7]=1[NH:8][CH2:9][C:10]([NH2:12])=[O:11].CCN(CC)CC.Cl[C:38](Cl)([O:40]C(=O)OC(Cl)(Cl)Cl)Cl. Product: [NH2:12][C:10](=[O:11])[CH2:9][N:8]1[C:7]2=[N:6][CH:5]=[C:4]([C:13]3[C:21]4[C:16](=[CH:17][C:18]([F:22])=[CH:19][CH:20]=4)[N:15]([C:23]([O:25][C:26]([CH3:29])([CH3:28])[CH3:27])=[O:24])[CH:14]=3)[CH:3]=[C:2]2[NH:1][C:38]1=[O:40]. The catalyst class is: 1. (2) Reactant: [F:1][C:2]1[CH:7]=[CH:6][C:5]([C:8]2[O:9][C:10]3[CH:20]=[C:19]([N:21]([CH2:26][C:27]4[CH:32]=[CH:31][C:30]([O:33][CH3:34])=[CH:29][CH:28]=4)[S:22]([CH3:25])(=[O:24])=[O:23])[C:18]([O:35][CH:36]([CH3:38])[CH3:37])=[CH:17][C:11]=3[C:12]=2[C:13](OC)=[O:14])=[CH:4][CH:3]=1.[H-].[Al+3].[Li+].[H-].[H-].[H-]. Product: [F:1][C:2]1[CH:7]=[CH:6][C:5]([C:8]2[O:9][C:10]3[CH:20]=[C:19]([N:21]([CH2:26][C:27]4[CH:28]=[CH:29][C:30]([O:33][CH3:34])=[CH:31][CH:32]=4)[S:22]([CH3:25])(=[O:24])=[O:23])[C:18]([O:35][CH:36]([CH3:38])[CH3:37])=[CH:17][C:11]=3[C:12]=2[CH2:13][OH:14])=[CH:4][CH:3]=1. The catalyst class is: 7.